This data is from CYP2C9 inhibition data for predicting drug metabolism from PubChem BioAssay. The task is: Regression/Classification. Given a drug SMILES string, predict its absorption, distribution, metabolism, or excretion properties. Task type varies by dataset: regression for continuous measurements (e.g., permeability, clearance, half-life) or binary classification for categorical outcomes (e.g., BBB penetration, CYP inhibition). Dataset: cyp2c9_veith. (1) The compound is C[C@]1(c2ccccc2)OC(C(=O)O)=CC1=O. The result is 0 (non-inhibitor). (2) The result is 0 (non-inhibitor). The molecule is CCCCOC(=O)Nc1nc2ccccc2s1. (3) The drug is CCCOc1cc(N)ccc1C(=O)OCCN(CC)CC. The result is 0 (non-inhibitor). (4) The molecule is Fc1ccc(-c2cn3cc(C(F)(F)F)cc(Cl)c3n2)cc1. The result is 1 (inhibitor). (5) The molecule is Cc1ccccc1C(=O)N1CCN(c2ccc([N+](=O)[O-])c(N3CCOCC3)c2)CC1. The result is 1 (inhibitor).